Regression. Given a peptide amino acid sequence and an MHC pseudo amino acid sequence, predict their binding affinity value. This is MHC class I binding data. From a dataset of Peptide-MHC class I binding affinity with 185,985 pairs from IEDB/IMGT. The peptide sequence is VVYGYFIWY. The MHC is HLA-B08:01 with pseudo-sequence HLA-B08:01. The binding affinity (normalized) is 0.0847.